Dataset: Forward reaction prediction with 1.9M reactions from USPTO patents (1976-2016). Task: Predict the product of the given reaction. (1) Given the reactants [NH2:1][C:2]1[N:10]=[CH:9][C:8]([F:11])=[CH:7][C:3]=1[C:4]([OH:6])=[O:5].Cl[CH2:13][CH:14]=O, predict the reaction product. The product is: [F:11][C:8]1[CH:7]=[C:3]([C:4]([OH:6])=[O:5])[C:2]2[N:10]([CH:13]=[CH:14][N:1]=2)[CH:9]=1. (2) Given the reactants [CH3:1][C:2]1[C:7]([CH:8]([CH2:13][CH2:14][CH3:15])[C:9]([O:11][CH3:12])=[O:10])=[C:6]([C:16]2[CH:21]=[CH:20][CH:19]=[CH:18][CH:17]=2)[N:5]=[C:4](/[CH:22]=[CH:23]/[C:24]2[CH:29]=[CH:28][CH:27]=[CH:26][CH:25]=2)[N:3]=1, predict the reaction product. The product is: [CH3:1][C:2]1[C:7]([CH:8]([CH2:13][CH2:14][CH3:15])[C:9]([O:11][CH3:12])=[O:10])=[C:6]([C:16]2[CH:21]=[CH:20][CH:19]=[CH:18][CH:17]=2)[N:5]=[C:4]([CH2:22][CH2:23][C:24]2[CH:29]=[CH:28][CH:27]=[CH:26][CH:25]=2)[N:3]=1. (3) Given the reactants C(=O)(O)[O-].[Na+].[N:6]1[C:11]2[O:12][CH2:13][CH2:14][O:15][C:10]=2[CH:9]=[C:8]([CH2:16][NH:17][CH:18]2[CH2:23][CH2:22][N:21]([C:24]([O:26][CH2:27][C:28]3[CH:33]=[CH:32][CH:31]=[CH:30][CH:29]=3)=[O:25])[CH2:20][CH2:19]2)[N:7]=1.[C:34](O[C:34]([O:36][C:37]([CH3:40])([CH3:39])[CH3:38])=[O:35])([O:36][C:37]([CH3:40])([CH3:39])[CH3:38])=[O:35], predict the reaction product. The product is: [N:6]1[C:11]2[O:12][CH2:13][CH2:14][O:15][C:10]=2[CH:9]=[C:8]([CH2:16][N:17]([C:34]([O:36][C:37]([CH3:40])([CH3:39])[CH3:38])=[O:35])[CH:18]2[CH2:19][CH2:20][N:21]([C:24]([O:26][CH2:27][C:28]3[CH:33]=[CH:32][CH:31]=[CH:30][CH:29]=3)=[O:25])[CH2:22][CH2:23]2)[N:7]=1. (4) Given the reactants Cl[C:2]1[CH:13]=[C:6]2[N:7]([CH3:12])[CH:8]([CH3:11])[CH2:9][CH2:10][N:5]2[C:4](=[O:14])[N:3]=1.[F:15][C:16]1[CH:17]=[C:18]([CH2:22][OH:23])[CH:19]=[CH:20][CH:21]=1, predict the reaction product. The product is: [F:15][C:16]1[CH:17]=[C:18]([CH:19]=[CH:20][CH:21]=1)[CH2:22][O:23][C:2]1[CH:13]=[C:6]2[N:7]([CH3:12])[CH:8]([CH3:11])[CH2:9][CH2:10][N:5]2[C:4](=[O:14])[N:3]=1.